Dataset: Full USPTO retrosynthesis dataset with 1.9M reactions from patents (1976-2016). Task: Predict the reactants needed to synthesize the given product. (1) Given the product [CH3:20][Si:19]([CH3:22])([CH3:21])[CH2:18][CH2:17][O:16][CH2:15][N:12]1[C:8]2[N:9]=[CH:10][N:11]=[C:6]([C:4]3[CH:5]=[N:1][N:2]([CH:25]([CH2:26][CH2:27][CH2:28][CH2:29][CH3:30])[CH2:24][C:23]#[N:31])[CH:3]=3)[C:7]=2[CH:14]=[CH:13]1, predict the reactants needed to synthesize it. The reactants are: [NH:1]1[CH:5]=[C:4]([C:6]2[C:7]3[CH:14]=[CH:13][N:12]([CH2:15][O:16][CH2:17][CH2:18][Si:19]([CH3:22])([CH3:21])[CH3:20])[C:8]=3[N:9]=[CH:10][N:11]=2)[CH:3]=[N:2]1.[C:23](#[N:31])[CH:24]=[CH:25][CH2:26][CH2:27][CH2:28][CH2:29][CH3:30].N12CCCN=C1CCCCC2.C(#N)C. (2) Given the product [C:1]([O:5][CH:6]([C:11]1[N:16]([CH3:17])[C:15](=[O:18])[C:14]2[N:19]([CH2:43][C:42]3[CH:45]=[CH:46][C:47]([CH3:48])=[C:40]([F:39])[CH:41]=3)[CH:20]=[CH:21][C:13]=2[C:12]=1[C:22]1[C:23]([CH3:32])=[C:24]2[C:29](=[CH:30][CH:31]=1)[O:28][CH2:27][CH2:26][CH2:25]2)[C:7]([O:9][CH3:10])=[O:8])([CH3:4])([CH3:3])[CH3:2], predict the reactants needed to synthesize it. The reactants are: [C:1]([O:5][CH:6]([C:11]1[N:16]([CH3:17])[C:15](=[O:18])[C:14]2[NH:19][CH:20]=[CH:21][C:13]=2[C:12]=1[C:22]1[C:23]([CH3:32])=[C:24]2[C:29](=[CH:30][CH:31]=1)[O:28][CH2:27][CH2:26][CH2:25]2)[C:7]([O:9][CH3:10])=[O:8])([CH3:4])([CH3:3])[CH3:2].C([O-])([O-])=O.[Cs+].[Cs+].[F:39][C:40]1[CH:41]=[C:42]([CH:45]=[CH:46][C:47]=1[CH3:48])[CH2:43]Br. (3) Given the product [OH:11][C:12]1[CH:21]=[C:20]([OH:22])[CH:19]=[CH:18][C:13]=1[C:14]([NH:16][NH:17][C:9]([NH:8][C:3]1[CH:4]=[CH:5][CH:6]=[CH:7][C:2]=1[F:1])=[S:10])=[O:15], predict the reactants needed to synthesize it. The reactants are: [F:1][C:2]1[CH:7]=[CH:6][CH:5]=[CH:4][C:3]=1[N:8]=[C:9]=[S:10].[OH:11][C:12]1[CH:21]=[C:20]([OH:22])[CH:19]=[CH:18][C:13]=1[C:14]([NH:16][NH2:17])=[O:15].CN(C=O)C. (4) Given the product [O:1]1[CH2:4][CH:3]([CH2:5][CH2:6][O:7][S:16]([C:19]2[CH:25]=[CH:24][C:22]([CH3:23])=[CH:21][CH:20]=2)(=[O:18])=[O:17])[CH2:2]1, predict the reactants needed to synthesize it. The reactants are: [O:1]1[CH2:4][CH:3]([CH2:5][CH2:6][OH:7])[CH2:2]1.C1N2CCN(CC2)C1.[S:16](Cl)([C:19]1[CH:25]=[CH:24][C:22]([CH3:23])=[CH:21][CH:20]=1)(=[O:18])=[O:17]. (5) Given the product [Br:34][C:7]1[CH:6]=[CH:5][C:8]([F:10])=[C:3]([N:12]([CH2:13][C:14]([NH:16][CH2:17][C:18]2[CH:19]=[CH:20][N:21]=[CH:22][CH:23]=2)=[O:15])[S:24]([C:27]2[CH:32]=[CH:31][CH:30]=[CH:29][CH:28]=2)(=[O:26])=[O:25])[CH:2]=1, predict the reactants needed to synthesize it. The reactants are: Cl[C:2]1[CH:7]=[CH:6][C:5]([C:8](F)([F:10])F)=C[C:3]=1[N:12]([S:24]([C:27]1[CH:32]=[CH:31][C:30](C)=[CH:29][CH:28]=1)(=[O:26])=[O:25])[CH2:13][C:14]([NH:16][CH2:17][C:18]1[CH:23]=[CH:22][N:21]=[CH:20][CH:19]=1)=[O:15].[Br:34]C1C=CC(C(F)(F)F)=CC=1N.ClC1C=CC(C(F)(F)F)=CC=1N. (6) Given the product [N:5]([CH:14]1[CH2:15][CH2:16][C:12](=[O:17])[CH2:13]1)=[N+:6]=[N-:7], predict the reactants needed to synthesize it. The reactants are: [Si]([N:5]=[N+:6]=[N-:7])(C)(C)C.C(O)(=O)C.[C:12]1(=[O:17])[CH2:16][CH2:15][CH:14]=[CH:13]1.C([O-])(O)=O.[Na+].